This data is from Full USPTO retrosynthesis dataset with 1.9M reactions from patents (1976-2016). The task is: Predict the reactants needed to synthesize the given product. (1) Given the product [F:1][C:2]1[C:10]2[CH2:9][CH2:8][CH2:7][CH2:6][C:5]=2[N:4]2[CH2:11][CH2:12][N:13]([C:16]3[C:17]([CH2:18][OH:19])=[C:20]([C:24]4[CH:29]=[C:28]([NH:30][C:31]5[CH:43]=[C:34]6[CH2:35][N:36]([CH:39]7[CH2:42][O:41][CH2:40]7)[CH2:37][CH2:38][N:33]6[N:32]=5)[C:27](=[O:44])[N:26]([CH3:45])[CH:25]=4)[CH:21]=[CH:22][N:23]=3)[C:14](=[O:15])[C:3]=12, predict the reactants needed to synthesize it. The reactants are: [F:1][C:2]1[C:10]2[CH2:9][CH2:8][CH2:7][CH2:6][C:5]=2[N:4]2[CH2:11][CH2:12][N:13]([C:16]3[N:23]=[CH:22][CH:21]=[C:20]([C:24]4[CH:29]=[C:28]([NH:30][C:31]5[CH:43]=[C:34]6[CH2:35][N:36]([CH:39]7[CH2:42][O:41][CH2:40]7)[CH2:37][CH2:38][N:33]6[N:32]=5)[C:27](=[O:44])[N:26]([CH3:45])[CH:25]=4)[C:17]=3[CH:18]=[O:19])[C:14](=[O:15])[C:3]=12.[BH4-].[Na+]. (2) Given the product [OH:20][CH2:18][C:17]1[O:16][N:22]=[C:23]([C:25]2[CH:26]=[CH:27][C:28]([CH3:43])=[C:29]([NH:31][C:32]([C:34]3[N:38]4[CH:39]=[CH:40][CH:41]=[CH:42][C:37]4=[N:36][CH:35]=3)=[O:33])[CH:30]=2)[N:24]=1, predict the reactants needed to synthesize it. The reactants are: C(C1NC=CN=1)(C1NC=CN=1)=O.C([O:16][CH2:17][C:18]([OH:20])=O)(=O)C.O[N:22]=[C:23]([C:25]1[CH:26]=[CH:27][C:28]([CH3:43])=[C:29]([NH:31][C:32]([C:34]2[N:38]3[CH:39]=[CH:40][CH:41]=[CH:42][C:37]3=[N:36][CH:35]=2)=[O:33])[CH:30]=1)[NH2:24].O.[OH-].[Li+]. (3) Given the product [Cl:29][CH2:2][C:3]1[CH:7]=[CH:6][S:5][C:4]=1[CH2:8][CH2:9][O:10][S:17]([C:14]1[CH:15]=[CH:16][C:11]([CH3:21])=[CH:12][CH:13]=1)(=[O:19])=[O:18], predict the reactants needed to synthesize it. The reactants are: O[CH2:2][C:3]1[CH:7]=[CH:6][S:5][C:4]=1[CH2:8][CH2:9][OH:10].[C:11]1([CH3:21])[CH:16]=[CH:15][C:14]([S:17](Cl)(=[O:19])=[O:18])=[CH:13][CH:12]=1.C(N(CC)CC)C.[Cl:29]CCl. (4) Given the product [Br:52][C:53]1[CH:58]=[C:57]([CH2:59][NH:60][C:17]([C:16]2[C:11]3[N:12]([C:8]([C:5]4[CH:4]=[CH:3][C:2]([F:1])=[CH:7][CH:6]=4)=[N:9][CH:10]=3)[CH:13]=[CH:14][CH:15]=2)=[O:19])[CH:56]=[CH:55][N:54]=1, predict the reactants needed to synthesize it. The reactants are: [F:1][C:2]1[CH:7]=[CH:6][C:5]([C:8]2[N:12]3[CH:13]=[CH:14][CH:15]=[C:16]([C:17]([OH:19])=O)[C:11]3=[CH:10][N:9]=2)=[CH:4][CH:3]=1.CCN(CC)CC.F[P-](F)(F)(F)(F)F.N1([PH+](N2CCCC2)N2CCCC2)CCCC1.Cl.Cl.[Br:52][C:53]1[CH:58]=[C:57]([CH2:59][NH2:60])[CH:56]=[CH:55][N:54]=1. (5) The reactants are: CC1C=CC(S(O[CH2:12][CH:13]2[CH2:17][C:16]3[CH:18]=[C:19]([C:30]([F:33])([F:32])[F:31])[CH:20]=[C:21]([C:22]4[CH:27]=[CH:26][C:25]([F:28])=[C:24]([Cl:29])[CH:23]=4)[C:15]=3[O:14]2)(=O)=O)=CC=1.[CH3:34][NH2:35]. Given the product [Cl:29][C:24]1[CH:23]=[C:22]([C:21]2[C:15]3[O:14][CH:13]([CH2:12][NH:35][CH3:34])[CH2:17][C:16]=3[CH:18]=[C:19]([C:30]([F:33])([F:32])[F:31])[CH:20]=2)[CH:27]=[CH:26][C:25]=1[F:28], predict the reactants needed to synthesize it. (6) Given the product [F:1][C:2]1[CH:3]=[C:4]([C@H:9]2[N:17]3[C@@H:12]([CH2:13][CH2:14][CH:15]([P:20](=[O:27])([O:24][CH2:25][CH3:26])[O:21][CH2:22][CH3:23])[C:16]3=[O:18])[CH2:11][CH2:10]2)[CH:5]=[CH:6][C:7]=1[F:8], predict the reactants needed to synthesize it. The reactants are: [F:1][C:2]1[CH:3]=[C:4]([C@H:9]2[N:17]3[C@@H:12]([CH2:13][CH2:14][CH:15](I)[C:16]3=[O:18])[CH2:11][CH2:10]2)[CH:5]=[CH:6][C:7]=1[F:8].[P:20]([O:27]CC)([O:24][CH2:25][CH3:26])[O:21][CH2:22][CH3:23]. (7) Given the product [OH:1][C:2]1[CH:7]=[CH:6][C:5]([C:8]2[N:12]([CH2:13][C:14]([OH:16])=[O:15])[N:11]=[C:10]3[C:19]4[CH:20]=[CH:21][CH:22]=[C:23]([NH:27][C:28]([NH:30][N:31]5[CH2:36][CH2:35][O:34][CH2:33][CH2:32]5)=[O:29])[C:24]=4[C:25](=[O:26])[C:9]=23)=[CH:4][CH:3]=1, predict the reactants needed to synthesize it. The reactants are: [OH:1][C:2]1[CH:7]=[CH:6][C:5]([C:8]2[N:12]([CH2:13][C:14]([O:16]CC)=[O:15])[N:11]=[C:10]3[C:19]4[CH:20]=[CH:21][CH:22]=[C:23]([NH:27][C:28]([NH:30][N:31]5[CH2:36][CH2:35][O:34][CH2:33][CH2:32]5)=[O:29])[C:24]=4[C:25](=[O:26])[C:9]=23)=[CH:4][CH:3]=1.O1CCOCC1.C(O)C.[OH-].[Na+].